Dataset: Catalyst prediction with 721,799 reactions and 888 catalyst types from USPTO. Task: Predict which catalyst facilitates the given reaction. (1) Reactant: [C:1]1(=[O:7])[CH2:6][CH2:5][CH2:4][CH2:3][CH2:2]1.[C:8](=O)([O:12]CC)[O:9][CH2:10][CH3:11].[H-].[Na+]. Product: [O:7]=[C:1]1[CH2:6][CH2:5][CH2:4][CH2:3][CH:2]1[C:8]([O:9][CH2:10][CH3:11])=[O:12]. The catalyst class is: 1. (2) Reactant: [Cl:1][C:2]1[C:10]2[N:9]=[C:8]3[N:11]([C:15]4[CH:20]=[CH:19][C:18]([Cl:21])=[CH:17][C:16]=4[Cl:22])[CH2:12][CH2:13][CH2:14][N:7]3[C:6]=2[C:5]([CH:23]([O:26][CH:27]=[CH2:28])[CH2:24][CH3:25])=[CH:4][CH:3]=1.[CH2:29]([Zn]CC)C.CCCCCC.ICI. Product: [Cl:1][C:2]1[C:10]2[N:9]=[C:8]3[N:11]([C:15]4[CH:20]=[CH:19][C:18]([Cl:21])=[CH:17][C:16]=4[Cl:22])[CH2:12][CH2:13][CH2:14][N:7]3[C:6]=2[C:5]([CH:23]([O:26][CH:27]2[CH2:29][CH2:28]2)[CH2:24][CH3:25])=[CH:4][CH:3]=1. The catalyst class is: 96. (3) Reactant: [CH:1]1([C:4]([NH:6][C:7]2[S:8][C:9]3[C:14]([N:15]=2)=[CH:13][CH:12]=[C:11]([O:16][C:17]2[CH:18]=[C:19]([CH:23]=[CH:24][C:25]=2[O:26][CH3:27])C(O)=O)[N:10]=3)=[O:5])[CH2:3][CH2:2]1.[CH3:28][C:29]([OH:32])([CH3:31])[CH3:30].C([N:35]([CH2:38]C)CC)C.C1(P(N=[N+]=[N-])(C2C=CC=CC=2)=[O:47])C=CC=CC=1. Product: [C:29]([O:32][C:38](=[O:47])[NH:35][C:19]1[CH:23]=[CH:24][C:25]([O:26][CH3:27])=[C:17]([O:16][C:11]2[N:10]=[C:9]3[S:8][C:7]([NH:6][C:4]([CH:1]4[CH2:2][CH2:3]4)=[O:5])=[N:15][C:14]3=[CH:13][CH:12]=2)[CH:18]=1)([CH3:31])([CH3:30])[CH3:28]. The catalyst class is: 35. (4) Reactant: C(OC(C1C(N)=C(NC2C=CC=CC=2OC)N=C(N[C@H]2CCN(C(OC(C)(C)C)=O)C2)[N:7]=1)=O)C.C(OC([N:42]1[CH2:46][CH2:45][C@H:44]([NH:47][C:48]2[N:56]=[C:55]3[C:51]([NH:52][C:53](=[O:65])[N:54]3[C:57]3[CH:62]=[CH:61][CH:60]=[CH:59][C:58]=3[O:63][CH3:64])=[C:50]([C:66]([O:68]CC)=O)[N:49]=2)[CH2:43]1)=O)(C)(C)C. Product: [CH3:64][O:63][C:58]1[CH:59]=[CH:60][CH:61]=[CH:62][C:57]=1[N:54]1[C:53](=[O:65])[NH:52][C:51]2[C:55]1=[N:56][C:48]([NH:47][C@H:44]1[CH2:45][CH2:46][NH:42][CH2:43]1)=[N:49][C:50]=2[C:66]([NH2:7])=[O:68]. The catalyst class is: 4. (5) Reactant: [CH:1]1[C:10]2[C:5](=[CH:6][CH:7]=[CH:8][CH:9]=2)[CH:4]=[CH:3][C:2]=1[OH:11].[CH2:12]([O:15][C:16]1[C:23]([O:24][CH3:25])=[CH:22][C:19]([CH:20]=O)=[CH:18][C:17]=1[Br:26])[CH:13]=[CH2:14].[C:27](#[N:31])[CH2:28][C:29]#[N:30].N1CCCCC1. Product: [CH2:12]([O:15][C:16]1[C:23]([O:24][CH3:25])=[CH:22][C:19]([CH:20]2[C:3]3[C:2](=[CH:1][C:10]4[CH:9]=[CH:8][CH:7]=[CH:6][C:5]=4[CH:4]=3)[O:11][C:27]([NH2:31])=[C:28]2[C:29]#[N:30])=[CH:18][C:17]=1[Br:26])[CH:13]=[CH2:14]. The catalyst class is: 40. (6) Reactant: [Br:1][C:2]1[CH:3]=[C:4]([NH:23][CH2:24][C:25]2[CH:30]=[CH:29][CH:28]=[CH:27][N:26]=2)[CH:5]=[C:6]2[C:11]=1[N:10]=[CH:9][C:8]([C:12]#[N:13])=[C:7]2[NH:14][C:15]1[CH:20]=[CH:19][C:18]([F:21])=[C:17]([Cl:22])[CH:16]=1.C(C1[N:34]=CNC=1C=O)C.[BH3-]C#N.[Na+]. Product: [Br:1][C:2]1[CH:3]=[C:4]([NH:23][CH2:24][C:25]2[NH:26][CH:27]=[N:34][C:30]=2[CH2:29][CH3:28])[CH:5]=[C:6]2[C:11]=1[N:10]=[CH:9][C:8]([C:12]#[N:13])=[C:7]2[NH:14][C:15]1[CH:20]=[CH:19][C:18]([F:21])=[C:17]([Cl:22])[CH:16]=1. The catalyst class is: 36. (7) Reactant: [CH3:1][C:2]1[CH:8]=[CH:7][C:5]([NH2:6])=[C:4]([C:9]([F:12])([F:11])[F:10])[CH:3]=1.[N:13]([O-])=O.[Na+].[Cl:17][Sn]Cl.Cl.C(O)(C(F)(F)F)=O. Product: [ClH:17].[CH3:1][C:2]1[CH:8]=[CH:7][C:5]([NH:6][NH2:13])=[C:4]([C:9]([F:10])([F:11])[F:12])[CH:3]=1. The catalyst class is: 6.